From a dataset of Reaction yield outcomes from USPTO patents with 853,638 reactions. Predict the reaction yield, written as a fraction of the theoretical maximum amount of product (1.0 means a 100% yield; for example, 0.34 means a 34% yield). (1) The reactants are [F:1][C:2]1[CH:3]=[CH:4][C:5]([C@H:8]([NH:10][C:11](=[O:13])C)[CH3:9])=[N:6][CH:7]=1.C(OC([O:16][C:17]([CH3:20])([CH3:19])[CH3:18])=O)([O:16][C:17]([CH3:20])([CH3:19])[CH3:18])=O.O.[OH-].[Li+].C(OCC)C. The catalyst is CN(C)C1C=CN=CC=1.O1CCCC1.O. The product is [F:1][C:2]1[CH:3]=[CH:4][C:5]([C@H:8]([NH:10][C:11](=[O:13])[O:16][C:17]([CH3:20])([CH3:19])[CH3:18])[CH3:9])=[N:6][CH:7]=1. The yield is 0.680. (2) The reactants are [CH3:1][O:2][C:3]1[CH:14]=[CH:13][C:6]([CH:7]=[C:8]([C:11]#[N:12])[C:9]#[N:10])=[CH:5][CH:4]=1.C[Si]([C:19]#[N:20])(C)C.[F-].[CH2:22]([N+](CCCC)(CCCC)CCCC)[CH2:23][CH2:24]C.C(Br)C=C.[Cl-].[NH4+]. The catalyst is O1CCCC1. The product is [CH2:24]([C:8]([CH:7]([C:19]#[N:20])[C:6]1[CH:13]=[CH:14][C:3]([O:2][CH3:1])=[CH:4][CH:5]=1)([C:11]#[N:12])[C:9]#[N:10])[CH:23]=[CH2:22]. The yield is 0.760. (3) The reactants are [F:1][CH:2]([F:31])[C:3]1[N:7]([C:8]2[N:13]=[C:12]([N:14]3[CH2:19][CH2:18][O:17][CH2:16][CH2:15]3)[N:11]=[C:10]([N:20]3[CH2:23][CH:22]([NH2:24])[CH2:21]3)[N:9]=2)[C:6]2[CH:25]=[CH:26][CH:27]=[C:28]([O:29][CH3:30])[C:5]=2[N:4]=1.[CH3:32][S:33](Cl)(=[O:35])=[O:34]. No catalyst specified. The product is [F:31][CH:2]([F:1])[C:3]1[N:7]([C:8]2[N:13]=[C:12]([N:14]3[CH2:15][CH2:16][O:17][CH2:18][CH2:19]3)[N:11]=[C:10]([N:20]3[CH2:21][CH:22]([NH:24][S:33]([CH3:32])(=[O:35])=[O:34])[CH2:23]3)[N:9]=2)[C:6]2[CH:25]=[CH:26][CH:27]=[C:28]([O:29][CH3:30])[C:5]=2[N:4]=1. The yield is 0.860. (4) The reactants are [Cl:1][C:2]1[N:7]=[C:6]([Cl:8])[C:5](O)=[C:4]([O:10][C:11]2([CH2:14][OH:15])[CH2:13][CH2:12]2)[N:3]=1.[C:16]1(P(C2C=CC=CC=2)C2C=CC=CC=2)C=CC=CC=1.CC(OC(/N=N/C(OC(C)C)=O)=O)C. The catalyst is C1COCC1. The product is [CH:13]1([CH:11]2[O:10][C:4]3[N:3]=[C:2]([Cl:1])[N:7]=[C:6]([Cl:8])[C:5]=3[O:15][CH2:14]2)[CH2:12][CH2:16]1. The yield is 0.720. (5) The reactants are C=C[C@@H]1[C@@H]2C[C@H]([C@@H:11]([OH:22])[C:12]3C4C(=CC=CC=4)N=CC=3)N(CC2)C1.N1C=CC=CC=1.[CH3:29][NH:30][C:31]([C:33]1[CH:42]=[CH:41][C:40]2[C:35](=[CH:36][CH:37]=[C:38]([C:43]([C:45]3[N:46]=[CH:47][N:48]([C:50]([C:63]4[CH:68]=[CH:67][CH:66]=[CH:65][CH:64]=4)([C:57]4[CH:62]=[CH:61][CH:60]=[CH:59][CH:58]=4)[C:51]4[CH:56]=[CH:55][CH:54]=[CH:53][CH:52]=4)[CH:49]=3)=[O:44])[CH:39]=2)[CH:34]=1)=[O:32].Cl.[O:70]1CC[CH2:72][CH2:71]1. The catalyst is C(OCC)(=O)C. The product is [OH:44][C@@:43]([C:38]1[CH:37]=[CH:36][C:35]2[C:40](=[CH:41][CH:42]=[C:33]([C:31]([NH:30][CH3:29])=[O:32])[CH:34]=2)[CH:39]=1)([C:45]1[N:46]=[CH:47][N:48]([C:50]([C:51]2[CH:56]=[CH:55][CH:54]=[CH:53][CH:52]=2)([C:57]2[CH:58]=[CH:59][CH:60]=[CH:61][CH:62]=2)[C:63]2[CH:68]=[CH:67][CH:66]=[CH:65][CH:64]=2)[CH:49]=1)[CH2:72][C:71]([O:22][CH2:11][CH3:12])=[O:70]. The yield is 0.830. (6) The reactants are [NH2:1][C:2]1[CH:7]=[CH:6][C:5]([C:8]2[CH:13]=[CH:12][C:11]([C:14]([O:16][CH3:17])=[O:15])=[C:10]([O:18][CH3:19])[CH:9]=2)=[CH:4][CH:3]=1.Cl[C:21]1[S:22][C:23]2[CH:29]=[C:28]([F:30])[CH:27]=[CH:26][C:24]=2[N:25]=1.Cl.O1CCOCC1.[CH2:38](O)[CH2:39][CH2:40]C. No catalyst specified. The product is [F:30][C:28]1[CH:27]=[CH:26][C:24]2[N:25]=[C:21]([NH:1][C:2]3[CH:3]=[CH:4][C:5]([C:8]4[CH:13]=[CH:12][C:11]([C:14]([O:16][CH2:17][CH2:38][CH2:39][CH3:40])=[O:15])=[C:10]([O:18][CH3:19])[CH:9]=4)=[CH:6][CH:7]=3)[S:22][C:23]=2[CH:29]=1.[F:30][C:28]1[CH:27]=[CH:26][C:24]2[N:25]=[C:21]([NH:1][C:2]3[CH:3]=[CH:4][C:5]([C:8]4[CH:13]=[CH:12][C:11]([C:14]([O:16][CH3:17])=[O:15])=[C:10]([O:18][CH3:19])[CH:9]=4)=[CH:6][CH:7]=3)[S:22][C:23]=2[CH:29]=1. The yield is 0.440. (7) The reactants are Cl[C:2]1[CH:9]=[C:8]([O:10][CH3:11])[CH:7]=[CH:6][C:3]=1[C:4]#[N:5].[CH:12]([C:14]1[CH:15]=[C:16](B(O)O)[CH:17]=[CH:18][CH:19]=1)=[O:13]. No catalyst specified. The product is [CH:12]([C:14]1[CH:19]=[C:18]([C:2]2[C:3]([C:4]#[N:5])=[CH:6][CH:7]=[C:8]([O:10][CH3:11])[CH:9]=2)[CH:17]=[CH:16][CH:15]=1)=[O:13]. The yield is 1.00. (8) The reactants are [CH3:1][O:2][C:3]1[CH:8]=[CH:7][C:6]([C:9]2[CH:10]=[C:11]3[C:16]4=[C:17]([C@@H:19]5[CH2:24][NH:23][CH2:22][CH2:21][C@@H:20]5[N:15]4[CH2:14][CH2:13][CH2:12]3)[CH:18]=2)=[C:5]([C:25]([F:28])([F:27])[F:26])[CH:4]=1.C=O.[CH:31](O)=O.[OH-].[Na+]. The catalyst is O. The product is [CH3:1][O:2][C:3]1[CH:8]=[CH:7][C:6]([C:9]2[CH:10]=[C:11]3[C:16]4=[C:17]([C@@H:19]5[CH2:24][N:23]([CH3:31])[CH2:22][CH2:21][C@@H:20]5[N:15]4[CH2:14][CH2:13][CH2:12]3)[CH:18]=2)=[C:5]([C:25]([F:28])([F:26])[F:27])[CH:4]=1. The yield is 0.610. (9) The product is [Cl:25][CH2:26][C:27]([NH:1][CH2:2][CH2:3][CH2:4][CH2:5][CH2:6][CH2:7][NH:8][C:9](=[O:15])[O:10][C:11]([CH3:12])([CH3:14])[CH3:13])=[O:28]. The yield is 0.920. The catalyst is C1COCC1.CCOC(C)=O. The reactants are [NH2:1][CH2:2][CH2:3][CH2:4][CH2:5][CH2:6][CH2:7][NH:8][C:9](=[O:15])[O:10][C:11]([CH3:14])([CH3:13])[CH3:12].CCN(C(C)C)C(C)C.[Cl:25][CH2:26][C:27](Cl)=[O:28].